Dataset: NCI-60 drug combinations with 297,098 pairs across 59 cell lines. Task: Regression. Given two drug SMILES strings and cell line genomic features, predict the synergy score measuring deviation from expected non-interaction effect. (1) Drug 1: CN(C)C1=NC(=NC(=N1)N(C)C)N(C)C. Drug 2: C1CC(=O)NC(=O)C1N2C(=O)C3=CC=CC=C3C2=O. Cell line: PC-3. Synergy scores: CSS=-3.57, Synergy_ZIP=-0.523, Synergy_Bliss=-4.17, Synergy_Loewe=-3.88, Synergy_HSA=-5.08. (2) Drug 1: CC1=C(C=C(C=C1)NC(=O)C2=CC=C(C=C2)CN3CCN(CC3)C)NC4=NC=CC(=N4)C5=CN=CC=C5. Drug 2: CC1=C(N=C(N=C1N)C(CC(=O)N)NCC(C(=O)N)N)C(=O)NC(C(C2=CN=CN2)OC3C(C(C(C(O3)CO)O)O)OC4C(C(C(C(O4)CO)O)OC(=O)N)O)C(=O)NC(C)C(C(C)C(=O)NC(C(C)O)C(=O)NCCC5=NC(=CS5)C6=NC(=CS6)C(=O)NCCC[S+](C)C)O. Cell line: CAKI-1. Synergy scores: CSS=35.4, Synergy_ZIP=-1.75, Synergy_Bliss=-4.63, Synergy_Loewe=-23.5, Synergy_HSA=-2.37.